Dataset: Catalyst prediction with 721,799 reactions and 888 catalyst types from USPTO. Task: Predict which catalyst facilitates the given reaction. (1) Reactant: [Br:1][CH2:2][C:3]1[C:8]([C:9]2[C:10]([CH3:17])=[N:11][C:12]([O:15][CH3:16])=[CH:13][CH:14]=2)=[CH:7][CH:6]=[CH:5][C:4]=1[N:18]1[N:27]=[CH:26][C:25]2[C:20](=[C:21]([F:32])[CH:22]=[C:23]([C:28]([CH3:31])([CH3:30])[CH3:29])[CH:24]=2)[C:19]1=[O:33].[Br:34]N1C(=O)CCC1=O. Product: [Br:1][CH2:2][C:3]1[C:8]([C:9]2[C:10]([CH2:17][Br:34])=[N:11][C:12]([O:15][CH3:16])=[CH:13][CH:14]=2)=[CH:7][CH:6]=[CH:5][C:4]=1[N:18]1[N:27]=[CH:26][C:25]2[C:20](=[C:21]([F:32])[CH:22]=[C:23]([C:28]([CH3:30])([CH3:29])[CH3:31])[CH:24]=2)[C:19]1=[O:33]. The catalyst class is: 855. (2) Reactant: [F:1][C:2]1[C:3]([O:15][C:16]2[CH:17]=[C:18]([CH:29]=[C:30]([O:32][C@@H:33]([CH3:37])[CH2:34][O:35]C)[CH:31]=2)[C:19]([NH:21][C:22]2[CH:27]=[N:26][C:25]([CH3:28])=[CH:24][N:23]=2)=[O:20])=[CH:4][C:5]2[O:11][CH2:10][CH2:9][CH2:8][S:7](=[O:13])(=[O:12])[C:6]=2[CH:14]=1.C[Si](I)(C)C.S([O-])([O-])(=O)=S.[Na+].[Na+]. Product: [F:1][C:2]1[C:3]([O:15][C:16]2[CH:17]=[C:18]([CH:29]=[C:30]([O:32][C@@H:33]([CH3:37])[CH2:34][OH:35])[CH:31]=2)[C:19]([NH:21][C:22]2[CH:27]=[N:26][C:25]([CH3:28])=[CH:24][N:23]=2)=[O:20])=[CH:4][C:5]2[O:11][CH2:10][CH2:9][CH2:8][S:7](=[O:13])(=[O:12])[C:6]=2[CH:14]=1. The catalyst class is: 10. (3) Reactant: [NH2:1][C:2]1[CH:7]=[C:6]([C:8]([F:11])([F:10])[F:9])[CH:5]=[CH:4][N:3]=1.[Cl:12][C:13]1[C:14]([C:19](O)=[O:20])=[N:15][CH:16]=[CH:17][CH:18]=1.CCN=C=NCCCN(C)C.Cl.C1C=CC2N(O)N=NC=2C=1.C(=O)(O)[O-].[Na+]. Product: [Cl:12][C:13]1[C:14]([C:19]([NH:1][C:2]2[CH:7]=[C:6]([C:8]([F:9])([F:11])[F:10])[CH:5]=[CH:4][N:3]=2)=[O:20])=[N:15][CH:16]=[CH:17][CH:18]=1. The catalyst class is: 17. (4) Reactant: F[C:2]1[CH:10]=[CH:9][C:8]([N+:11]([O-:13])=[O:12])=[C:7]2[C:3]=1[CH2:4][N:5]([CH3:15])[C:6]2=[O:14].C(=O)([O-])[O-].[K+].[K+].C(N(CC)CC)C.[C:29]([O:33][C:34]([N:36]1[CH2:41][CH2:40][NH:39][CH2:38][CH2:37]1)=[O:35])([CH3:32])([CH3:31])[CH3:30]. Product: [C:29]([O:33][C:34]([N:36]1[CH2:41][CH2:40][N:39]([C:2]2[CH:10]=[CH:9][C:8]([N+:11]([O-:13])=[O:12])=[C:7]3[C:3]=2[CH2:4][N:5]([CH3:15])[C:6]3=[O:14])[CH2:38][CH2:37]1)=[O:35])([CH3:32])([CH3:30])[CH3:31]. The catalyst class is: 58.